Dataset: Forward reaction prediction with 1.9M reactions from USPTO patents (1976-2016). Task: Predict the product of the given reaction. (1) Given the reactants [Br:1][C:2]1[CH:10]=[CH:9][C:8]([I:11])=[CH:7][C:3]=1[C:4](O)=[O:5].CN(C=O)C.C(Cl)(=O)C([Cl:20])=O, predict the reaction product. The product is: [Br:1][C:2]1[CH:10]=[CH:9][C:8]([I:11])=[CH:7][C:3]=1[C:4]([Cl:20])=[O:5]. (2) Given the reactants [C:1]1([C:7]2[CH:11]=[CH:10][NH:9][C:8]=2[C:12]([NH:14][NH:15][C:16]([O:18]C)=O)=[O:13])[CH:6]=[CH:5][CH:4]=[CH:3][CH:2]=1.[OH-].[K+].C(O)(=O)CC(CC(O)=O)(C(O)=O)O, predict the reaction product. The product is: [C:1]1([C:7]2[CH:11]=[CH:10][N:9]3[C:8]=2[C:12](=[O:13])[NH:14][NH:15][C:16]3=[O:18])[CH:6]=[CH:5][CH:4]=[CH:3][CH:2]=1. (3) Given the reactants Cl.[NH2:2][C:3]1[NH:7][N:6]=[C:5]([NH:8][C:9]2[CH:14]=[C:13]([C:15]([F:18])([F:17])[F:16])[C:12]([C:19]3[CH:24]=[CH:23][C:22]([S:25]([NH:28][C:29]4([CH3:33])[CH2:32][NH:31][CH2:30]4)(=[O:27])=[O:26])=[CH:21][CH:20]=3)=[C:11]([Cl:34])[CH:10]=2)[N:4]=1.[CH3:35][C:36]([CH3:38])=[O:37].C(O)(=O)C.C([BH3-])#N.[Na+].[CH3:47][OH:48], predict the reaction product. The product is: [F:16][C:15]([F:18])([F:17])[C:47]([OH:37])=[O:48].[NH2:2][C:3]1[NH:7][N:6]=[C:5]([NH:8][C:9]2[CH:14]=[C:13]([C:15]([F:16])([F:18])[F:17])[C:12]([C:19]3[CH:24]=[CH:23][C:22]([S:25]([NH:28][C:29]4([CH3:33])[CH2:32][N:31]([CH:36]([CH3:38])[CH3:35])[CH2:30]4)(=[O:26])=[O:27])=[CH:21][CH:20]=3)=[C:11]([Cl:34])[CH:10]=2)[N:4]=1.